From a dataset of Reaction yield outcomes from USPTO patents with 853,638 reactions. Predict the reaction yield, written as a fraction of the theoretical maximum amount of product (1.0 means a 100% yield; for example, 0.34 means a 34% yield). (1) The reactants are Cl.[NH2:2][CH2:3][C:4]1[CH:36]=[CH:35][C:7]2[NH:8][C:9]([C:14]3[C:15](=[O:34])[N:16]([CH2:26][C:27]4[CH:32]=[CH:31][C:30]([F:33])=[CH:29][CH:28]=4)[C@@H:17]4[C@H:22]([C:23]=3[OH:24])[C@@H:21]3[CH2:25][C@H:18]4[CH2:19][CH2:20]3)=[N:10][S:11](=[O:13])(=[O:12])[C:6]=2[CH:5]=1.C(N(CC)CC)C.N1C=CC=CC=1.[CH3:50][S:51](Cl)(=[O:53])=[O:52]. The catalyst is C(Cl)Cl.C(OCC)(=O)C.O. The product is [F:33][C:30]1[CH:29]=[CH:28][C:27]([CH2:26][N:16]2[C:15](=[O:34])[C:14]([C:9]3[NH:8][C:7]4[CH:35]=[CH:36][C:4]([CH2:3][NH:2][S:51]([CH3:50])(=[O:53])=[O:52])=[CH:5][C:6]=4[S:11](=[O:13])(=[O:12])[N:10]=3)=[C:23]([OH:24])[C@H:22]3[C@@H:17]2[C@H:18]2[CH2:25][C@@H:21]3[CH2:20][CH2:19]2)=[CH:32][CH:31]=1. The yield is 0.310. (2) The reactants are C1([C:7](=[N:14][C:15]([CH2:27][CH2:28][CH2:29][CH2:30][B:31]2[O:35][C:34]([CH3:37])([CH3:36])[C:33]([CH3:39])([CH3:38])[O:32]2)([CH2:23][CH2:24][CH:25]=[CH2:26])[C:16]([O:18][C:19]([CH3:22])([CH3:21])[CH3:20])=[O:17])C2C=CC=CC=2)C=CC=CC=1.Cl.C(=O)(O)[O-:42].[Na+].C(=O)([O:47][C:48]([CH3:51])([CH3:50])[CH3:49])[O:47][C:48]([CH3:51])([CH3:50])[CH3:49]. The catalyst is C(OCC)C. The product is [C:48]([O:47][C:7]([NH:14][C:15]([CH2:27][CH2:28][CH2:29][CH2:30][B:31]1[O:35][C:34]([CH3:37])([CH3:36])[C:33]([CH3:38])([CH3:39])[O:32]1)([CH2:23][CH2:24][CH:25]=[CH2:26])[C:16]([O:18][C:19]([CH3:20])([CH3:21])[CH3:22])=[O:17])=[O:42])([CH3:51])([CH3:50])[CH3:49]. The yield is 0.780.